The task is: Predict the reaction yield, written as a fraction of the theoretical maximum amount of product (1.0 means a 100% yield; for example, 0.34 means a 34% yield).. This data is from Reaction yield outcomes from USPTO patents with 853,638 reactions. (1) The product is [F:28][C:27]([F:30])([F:29])[C@@H:24]1[CH2:25][CH2:26][C@H:21]([O:1][C:2]2[CH:3]=[C:4]3[C:9](=[CH:10][CH:11]=2)[CH:8]=[C:7]([C:12]([O:14][CH3:15])=[O:13])[CH:6]=[CH:5]3)[CH2:22][CH2:23]1. The reactants are [OH:1][C:2]1[CH:3]=[C:4]2[C:9](=[CH:10][CH:11]=1)[CH:8]=[C:7]([C:12]([O:14][CH3:15])=[O:13])[CH:6]=[CH:5]2.CS(O[C@H:21]1[CH2:26][CH2:25][C@@H:24]([C:27]([F:30])([F:29])[F:28])[CH2:23][CH2:22]1)(=O)=O.C([O-])([O-])=O.[Cs+].[Cs+]. The catalyst is CN(C=O)C.CCOC(C)=O. The yield is 0.650. (2) The reactants are Br[C:2]1[CH:3]=[C:4]2[C:8](=[C:9]([C:11]([NH2:13])=[O:12])[CH:10]=1)[NH:7][CH:6]=[C:5]2[CH:14]1[CH2:19][CH2:18][S:17](=[O:21])(=[O:20])[CH2:16][CH2:15]1.[B:22]1([B:22]2[O:26][C:25]([CH3:28])([CH3:27])[C:24]([CH3:30])([CH3:29])[O:23]2)[O:26][C:25]([CH3:28])([CH3:27])[C:24]([CH3:30])([CH3:29])[O:23]1.CC([O-])=O.[K+]. The catalyst is O1CCOCC1.C1C=CC(P(C2C=CC=CC=2)[C-]2C=CC=C2)=CC=1.C1C=CC(P(C2C=CC=CC=2)[C-]2C=CC=C2)=CC=1.Cl[Pd]Cl.[Fe+2]. The product is [O:20]=[S:17]1(=[O:21])[CH2:18][CH2:19][CH:14]([C:5]2[C:4]3[C:8](=[C:9]([C:11]([NH2:13])=[O:12])[CH:10]=[C:2]([B:22]4[O:26][C:25]([CH3:28])([CH3:27])[C:24]([CH3:30])([CH3:29])[O:23]4)[CH:3]=3)[NH:7][CH:6]=2)[CH2:15][CH2:16]1. The yield is 0.450. (3) The catalyst is C(OCC)(=O)C.O. The reactants are C1COCC1.[CH2:6]([O:8][C:9]1[CH:10]=[C:11]([CH:14]=[CH:15][C:16]=1[N:17]1[CH:21]=[C:20]([CH3:22])[N:19]=[CH:18]1)[CH:12]=O)[CH3:7].C(OP([CH2:31][C:32](=[O:43])[NH:33][CH:34]1[C:42]2[C:37](=[CH:38][CH:39]=[CH:40][CH:41]=2)[CH2:36][CH2:35]1)(=O)OCC)C.O.[OH-].[Li+]. The yield is 0.230. The product is [CH2:6]([O:8][C:9]1[CH:10]=[C:11](/[CH:12]=[CH:31]/[C:32]([NH:33][CH:34]2[C:42]3[C:37](=[CH:38][CH:39]=[CH:40][CH:41]=3)[CH2:36][CH2:35]2)=[O:43])[CH:14]=[CH:15][C:16]=1[N:17]1[CH:21]=[C:20]([CH3:22])[N:19]=[CH:18]1)[CH3:7]. (4) The reactants are [NH2:1][C:2]1[CH:7]=[CH:6][CH:5]=[C:4]([Br:8])[C:3]=1[OH:9].Br[CH:11]([CH2:17]Br)[C:12]([O:14][CH2:15][CH3:16])=[O:13].C(=O)([O-])[O-].[K+].[K+]. The catalyst is CC(C)=O. The product is [Br:8][C:4]1[C:3]2[O:9][CH:11]([C:12]([O:14][CH2:15][CH3:16])=[O:13])[CH2:17][NH:1][C:2]=2[CH:7]=[CH:6][CH:5]=1. The yield is 0.940. (5) The reactants are O[Li].O.[CH3:4][C@H:5]1[C:13]2[C:12]([N:14]3[CH2:19][CH2:18][N:17]([C:20]([O:22][C:23]([CH3:26])([CH3:25])[CH3:24])=[O:21])[CH2:16][CH2:15]3)=[N:11][CH:10]=[N:9][C:8]=2[C@H:7]([O:27]C(=O)C2C=CC([N+]([O-])=O)=CC=2)[CH2:6]1.C1COCC1. The catalyst is O. The product is [OH:27][C@H:7]1[C:8]2[N:9]=[CH:10][N:11]=[C:12]([N:14]3[CH2:19][CH2:18][N:17]([C:20]([O:22][C:23]([CH3:26])([CH3:25])[CH3:24])=[O:21])[CH2:16][CH2:15]3)[C:13]=2[C@H:5]([CH3:4])[CH2:6]1. The yield is 1.00.